Dataset: Full USPTO retrosynthesis dataset with 1.9M reactions from patents (1976-2016). Task: Predict the reactants needed to synthesize the given product. (1) Given the product [ClH:21].[NH2:4][CH2:10][C:13]([C:15]1[CH:20]=[C:19]([Cl:21])[CH:18]=[CH:17][C:16]=1[O:22][CH:23]([CH3:25])[CH3:24])=[O:14], predict the reactants needed to synthesize it. The reactants are: C1N2CN3[CH2:10][N:4](C2)CN1C3.BrC[C:13]([C:15]1[CH:20]=[C:19]([Cl:21])[CH:18]=[CH:17][C:16]=1[O:22][CH:23]([CH3:25])[CH3:24])=[O:14].Cl. (2) The reactants are: [N:1]12[CH2:8][CH2:7][CH:4]([CH2:5][CH2:6]1)[C@@H:3]([O:9][C:10](=[O:23])[C:11]([OH:22])([C:17]1[S:18][CH:19]=[CH:20][CH:21]=1)[C:12]1[S:13][CH:14]=[CH:15][CH:16]=1)[CH2:2]2.[C:24]([NH:31][CH2:32][CH2:33][CH2:34][Br:35])([O:26][C:27]([CH3:30])([CH3:29])[CH3:28])=[O:25]. Given the product [Br-:35].[C:27]([O:26][C:24]([NH:31][CH2:32][CH2:33][CH2:34][N+:1]12[CH2:8][CH2:7][CH:4]([CH2:5][CH2:6]1)[C@@H:3]([O:9][C:10](=[O:23])[C:11]([OH:22])([C:12]1[S:13][CH:14]=[CH:15][CH:16]=1)[C:17]1[S:18][CH:19]=[CH:20][CH:21]=1)[CH2:2]2)=[O:25])([CH3:30])([CH3:29])[CH3:28], predict the reactants needed to synthesize it. (3) Given the product [Cl:1][C:2]1[CH:7]=[CH:6][C:5]([N:8]2[C:14](=[O:15])[CH2:13][C:12]3=[N:18][N:19]=[C:20]([CH3:21])[N:11]3[C:10]3[CH:22]=[CH:23][CH:24]=[CH:25][C:9]2=3)=[CH:4][CH:3]=1, predict the reactants needed to synthesize it. The reactants are: [Cl:1][C:2]1[CH:7]=[CH:6][C:5]([N:8]2[C:14](=[O:15])[CH:13](CC)[C:12]3=[N:18][N:19]=[C:20]([CH3:21])[N:11]3[C:10]3[CH:22]=[CH:23][CH:24]=[CH:25][C:9]2=3)=[CH:4][CH:3]=1. (4) Given the product [CH2:1]([O:3][C:4]([C:5]1([O:7][CH2:8][CH:9]=[CH2:10])[CH2:6][CH2:14][N:15]([CH2:21][C:22]2[CH:23]=[CH:24][CH:25]=[CH:26][CH:27]=2)[CH2:16]1)=[O:11])[CH3:2], predict the reactants needed to synthesize it. The reactants are: [CH2:1]([O:3][C:4](=[O:11])[C:5]([O:7][CH2:8][CH:9]=[CH2:10])=[CH2:6])[CH3:2].CO[CH2:14][N:15]([CH2:21][C:22]1[CH:27]=[CH:26][CH:25]=[CH:24][CH:23]=1)[CH2:16][Si](C)(C)C.FC(F)(F)C(O)=O. (5) Given the product [CH3:1][O:2][C:3](=[O:32])[CH2:4][O:5][C:6]1[CH:15]=[CH:14][C:13]([F:16])=[C:12]2[C:7]=1[C:8]([CH3:31])=[C:9]([CH2:18][C:19]1[CH:20]=[CH:21][C:22]([C:25](=[O:30])[C:26]([CH3:28])([CH3:27])[CH3:29])=[CH:23][CH:24]=1)[C:10]([O:17][CH:34]([F:36])[F:35])=[N:11]2, predict the reactants needed to synthesize it. The reactants are: [CH3:1][O:2][C:3](=[O:32])[CH2:4][O:5][C:6]1[CH:15]=[CH:14][C:13]([F:16])=[C:12]2[C:7]=1[C:8]([CH3:31])=[C:9]([CH2:18][C:19]1[CH:24]=[CH:23][C:22]([C:25](=[O:30])[C:26]([CH3:29])([CH3:28])[CH3:27])=[CH:21][CH:20]=1)[C:10](=[O:17])[NH:11]2.Cl[CH:34]([F:36])[F:35]. (6) Given the product [C:41]([C:38]1[CH:37]=[CH:36][C:35]([C:32]2[N:30]3[CH:31]=[C:26]([C:24]4[CH:23]=[CH:22][C:6]([C:7]([N:9]5[CH2:10][CH2:11][NH:12][CH2:13][CH2:14]5)=[O:8])=[C:5]([NH:4][C:1](=[O:3])[CH3:2])[CH:25]=4)[CH:27]=[CH:28][C:29]3=[N:34][CH:33]=2)=[CH:40][CH:39]=1)#[N:42], predict the reactants needed to synthesize it. The reactants are: [C:1]([NH:4][C:5]1[CH:25]=[C:24]([C:26]2[CH:27]=[CH:28][C:29]3[N:30]([C:32]([C:35]4[CH:40]=[CH:39][C:38]([C:41]#[N:42])=[CH:37][CH:36]=4)=[CH:33][N:34]=3)[CH:31]=2)[CH:23]=[CH:22][C:6]=1[C:7]([N:9]1[CH2:14][CH2:13][N:12](C(OC(C)(C)C)=O)[CH2:11][CH2:10]1)=[O:8])(=[O:3])[CH3:2].C(O)(C(F)(F)F)=O. (7) Given the product [ClH:1].[S:27]1[CH:28]=[CH:29][CH:30]=[C:26]1[S:25][CH:23]1[CH2:24][NH:21][CH2:22]1, predict the reactants needed to synthesize it. The reactants are: [Cl:1]C(OC(Cl)C)=O.C([N:21]1[CH2:24][CH:23]([S:25][C:26]2[S:27][CH:28]=[CH:29][CH:30]=2)[CH2:22]1)(C1C=CC=CC=1)C1C=CC=CC=1.C(O)C. (8) Given the product [C:1]([O:5][C:6]([N:8]([CH3:36])[C:9]1[CH:10]=[CH:11][C:12]([C:15]([N:17]([CH3:33])[CH2:18][CH2:19][CH2:20][N:21]([CH3:32])[C:22](=[O:31])[O:23][CH2:24][C:25]2[CH:26]=[CH:27][CH:28]=[CH:29][CH:30]=2)=[O:16])=[N:13][CH:14]=1)=[O:7])([CH3:2])([CH3:4])[CH3:3], predict the reactants needed to synthesize it. The reactants are: [C:1]([O:5][C:6]([NH:8][C:9]1[CH:10]=[CH:11][C:12]([C:15]([N:17]([CH3:33])[CH2:18][CH2:19][CH2:20][N:21]([CH3:32])[C:22](=[O:31])[O:23][CH2:24][C:25]2[CH:30]=[CH:29][CH:28]=[CH:27][CH:26]=2)=[O:16])=[N:13][CH:14]=1)=[O:7])([CH3:4])([CH3:3])[CH3:2].[H-].[Na+].[CH3:36]I.O. (9) Given the product [CH3:14][O:13][C:5]1[CH:6]=[C:7]2[C:2](=[CH:3][C:4]=1[O:15][CH2:16][CH:17]1[CH2:18][CH2:19][N:20]([CH3:23])[CH2:21][CH2:22]1)[N:1]=[CH:28][NH:29][C:8]2=[O:10], predict the reactants needed to synthesize it. The reactants are: [NH2:1][C:2]1[C:7]([C:8]([O:10]CC)=O)=[CH:6][C:5]([O:13][CH3:14])=[C:4]([O:15][CH2:16][CH:17]2[CH2:22][CH2:21][N:20]([CH3:23])[CH2:19][CH2:18]2)[CH:3]=1.C(O)(=O)C.[CH:28](N)=[NH:29]. (10) Given the product [CH2:13]([CH2:14][NH:15][CH2:16][CH2:17][S:2][P:1]([OH:5])([OH:4])=[O:3])[CH2:12][NH2:11], predict the reactants needed to synthesize it. The reactants are: [P:1]([O-:5])([O-:4])([O-:3])=[S:2].[Na+].[Na+].[Na+].Br.Br.[NH2:11][CH2:12][CH2:13][CH2:14][NH:15][CH2:16][CH2:17]Br.CN(C=O)C.